This data is from Forward reaction prediction with 1.9M reactions from USPTO patents (1976-2016). The task is: Predict the product of the given reaction. (1) Given the reactants [CH2:1](Br)[C:2]1[CH:7]=[CH:6][CH:5]=[CH:4][CH:3]=1.C([O-])([O-])=O.[K+].[K+].[N+:15]([C:18]1[NH:19][CH:20]=[CH:21][N:22]=1)([O-:17])=[O:16].O, predict the reaction product. The product is: [CH2:1]([N:19]1[CH:20]=[CH:21][N:22]=[C:18]1[N+:15]([O-:17])=[O:16])[C:2]1[CH:7]=[CH:6][CH:5]=[CH:4][CH:3]=1. (2) Given the reactants [F:1][CH2:2][C:3]([CH2:15][F:16])([CH3:14])[C:4]([O:6]CC1C=CC=CC=1)=[O:5], predict the reaction product. The product is: [F:1][CH2:2][C:3]([CH2:15][F:16])([CH3:14])[C:4]([OH:6])=[O:5]. (3) Given the reactants [C:1]([CH:4]1[N:24]([C:25]([O:27][C:28]([CH3:31])([CH3:30])[CH3:29])=[O:26])[CH2:23][C:7]2[N:8]([CH2:15][C:16]3[CH:21]=[CH:20][C:19]([F:22])=[CH:18][CH:17]=3)[C:9]3[C:14]([C:6]=2[CH2:5]1)=[CH:13][CH:12]=[CH:11][CH:10]=3)(=O)[NH2:2].CSC, predict the reaction product. The product is: [NH2:2][CH2:1][CH:4]1[N:24]([C:25]([O:27][C:28]([CH3:31])([CH3:30])[CH3:29])=[O:26])[CH2:23][C:7]2[N:8]([CH2:15][C:16]3[CH:21]=[CH:20][C:19]([F:22])=[CH:18][CH:17]=3)[C:9]3[C:14]([C:6]=2[CH2:5]1)=[CH:13][CH:12]=[CH:11][CH:10]=3. (4) Given the reactants Br[C:2]1[CH:7]=[CH:6][CH:5]=[CH:4][N:3]=1.[C:8]([O:12][C:13](=[O:29])[N:14]([C:21]1[CH:26]=[CH:25][C:24]([F:27])=[CH:23][C:22]=1[CH3:28])[C:15](=[O:20])[CH2:16][CH2:17][C:18]#[CH:19])([CH3:11])([CH3:10])[CH3:9], predict the reaction product. The product is: [C:8]([O:12][C:13](=[O:29])[N:14]([C:21]1[CH:26]=[CH:25][C:24]([F:27])=[CH:23][C:22]=1[CH3:28])[C:15](=[O:20])[CH2:16][CH2:17][C:18]#[C:19][C:2]1[CH:7]=[CH:6][CH:5]=[CH:4][N:3]=1)([CH3:10])([CH3:11])[CH3:9]. (5) Given the reactants [F:1][C:2]1[CH:3]=[C:4]([N:9]2[C:14](=[O:15])[C:13]([O:16][CH2:17][CH2:18][C@H:19]([O:21][Si](C(C)(C)C)(C)C)[CH3:20])=[C:12]([C:29]3[CH:34]=[CH:33][C:32](SC)=[CH:31][CH:30]=3)[CH:11]=[N:10]2)[CH:5]=[CH:6][C:7]=1[F:8].[C:37](OO)(=O)C.C(O)(=O)C.[F-].C([N+](CCCC)(CCCC)CCCC)CCC.C1COCC1.[S:69]([O-:73])([O-])(=[O:71])=S.[Na+].[Na+], predict the reaction product. The product is: [F:1][C:2]1[CH:3]=[C:4]([N:9]2[C:14](=[O:15])[C:13]([O:16][CH2:17][CH2:18][C@H:19]([OH:21])[CH3:20])=[C:12]([C:29]3[CH:34]=[CH:33][C:32]([S:69]([CH3:37])(=[O:73])=[O:71])=[CH:31][CH:30]=3)[CH:11]=[N:10]2)[CH:5]=[CH:6][C:7]=1[F:8]. (6) Given the reactants [N:1]1([C:7]2[S:8]/[C:9](=[CH:13]\[C:14]3[CH:19]=[C:18]([F:20])[CH:17]=[CH:16][C:15]=3[OH:21])/[C:10](=[O:12])[N:11]=2)[CH2:6][CH2:5][CH2:4][CH2:3][NH:2]1.C(=O)([O-])[O-].[K+].[K+].[N:28]1([C:34]([Cl:36])=[O:35])[CH2:33][CH2:32][CH2:31][CH2:30][CH2:29]1, predict the reaction product. The product is: [ClH:36].[N:28]1([C:34]([O:21][C:15]2[CH:16]=[CH:17][C:18]([F:20])=[CH:19][C:14]=2/[CH:13]=[C:9]2\[C:10](=[O:12])[N:11]=[C:7]([N:1]3[CH2:6][CH2:5][CH2:4][CH2:3][NH:2]3)[S:8]\2)=[O:35])[CH2:33][CH2:32][CH2:31][CH2:30][CH2:29]1.